Dataset: NCI-60 drug combinations with 297,098 pairs across 59 cell lines. Task: Regression. Given two drug SMILES strings and cell line genomic features, predict the synergy score measuring deviation from expected non-interaction effect. (1) Drug 1: C1CCC(C1)C(CC#N)N2C=C(C=N2)C3=C4C=CNC4=NC=N3. Drug 2: CCCCC(=O)OCC(=O)C1(CC(C2=C(C1)C(=C3C(=C2O)C(=O)C4=C(C3=O)C=CC=C4OC)O)OC5CC(C(C(O5)C)O)NC(=O)C(F)(F)F)O. Cell line: OVCAR-8. Synergy scores: CSS=13.2, Synergy_ZIP=5.10, Synergy_Bliss=12.1, Synergy_Loewe=9.83, Synergy_HSA=10.2. (2) Synergy scores: CSS=51.2, Synergy_ZIP=0.338, Synergy_Bliss=-1.48, Synergy_Loewe=-2.81, Synergy_HSA=1.01. Drug 1: CC=C1C(=O)NC(C(=O)OC2CC(=O)NC(C(=O)NC(CSSCCC=C2)C(=O)N1)C(C)C)C(C)C. Drug 2: B(C(CC(C)C)NC(=O)C(CC1=CC=CC=C1)NC(=O)C2=NC=CN=C2)(O)O. Cell line: SNB-75. (3) Drug 1: CNC(=O)C1=CC=CC=C1SC2=CC3=C(C=C2)C(=NN3)C=CC4=CC=CC=N4. Drug 2: C1=C(C(=O)NC(=O)N1)N(CCCl)CCCl. Cell line: ACHN. Synergy scores: CSS=63.9, Synergy_ZIP=4.07, Synergy_Bliss=3.02, Synergy_Loewe=3.58, Synergy_HSA=4.07. (4) Drug 1: CC(C1=C(C=CC(=C1Cl)F)Cl)OC2=C(N=CC(=C2)C3=CN(N=C3)C4CCNCC4)N. Drug 2: CC(C)NC(=O)C1=CC=C(C=C1)CNNC.Cl. Cell line: NCI/ADR-RES. Synergy scores: CSS=-6.68, Synergy_ZIP=2.41, Synergy_Bliss=-3.79, Synergy_Loewe=-6.72, Synergy_HSA=-7.78. (5) Drug 1: CC(CN1CC(=O)NC(=O)C1)N2CC(=O)NC(=O)C2. Drug 2: CC1CCCC2(C(O2)CC(NC(=O)CC(C(C(=O)C(C1O)C)(C)C)O)C(=CC3=CSC(=N3)C)C)C. Cell line: MDA-MB-231. Synergy scores: CSS=7.48, Synergy_ZIP=-5.66, Synergy_Bliss=-3.80, Synergy_Loewe=-4.06, Synergy_HSA=-3.35. (6) Drug 1: COC1=CC(=CC(=C1O)OC)C2C3C(COC3=O)C(C4=CC5=C(C=C24)OCO5)OC6C(C(C7C(O6)COC(O7)C8=CC=CS8)O)O. Drug 2: C(CC(=O)O)C(=O)CN.Cl. Cell line: NCIH23. Synergy scores: CSS=59.0, Synergy_ZIP=-3.95, Synergy_Bliss=-1.38, Synergy_Loewe=-7.17, Synergy_HSA=1.96. (7) Drug 1: C1CCN(CC1)CCOC2=CC=C(C=C2)C(=O)C3=C(SC4=C3C=CC(=C4)O)C5=CC=C(C=C5)O. Drug 2: CS(=O)(=O)OCCCCOS(=O)(=O)C. Cell line: SNB-19. Synergy scores: CSS=9.74, Synergy_ZIP=1.16, Synergy_Bliss=-1.63, Synergy_Loewe=-2.13, Synergy_HSA=-2.09. (8) Drug 2: CC1=C(C=C(C=C1)C(=O)NC2=CC(=CC(=C2)C(F)(F)F)N3C=C(N=C3)C)NC4=NC=CC(=N4)C5=CN=CC=C5. Cell line: TK-10. Drug 1: CN(CC1=CN=C2C(=N1)C(=NC(=N2)N)N)C3=CC=C(C=C3)C(=O)NC(CCC(=O)O)C(=O)O. Synergy scores: CSS=23.4, Synergy_ZIP=-1.47, Synergy_Bliss=-0.551, Synergy_Loewe=-3.75, Synergy_HSA=-3.34. (9) Drug 1: CC1=C(C(=CC=C1)Cl)NC(=O)C2=CN=C(S2)NC3=CC(=NC(=N3)C)N4CCN(CC4)CCO. Drug 2: COC1=C2C(=CC3=C1OC=C3)C=CC(=O)O2. Cell line: NCI-H226. Synergy scores: CSS=5.63, Synergy_ZIP=4.10, Synergy_Bliss=-1.49, Synergy_Loewe=-13.3, Synergy_HSA=-2.44.